From a dataset of Catalyst prediction with 721,799 reactions and 888 catalyst types from USPTO. Predict which catalyst facilitates the given reaction. Reactant: [CH2:1]([NH:3][C:4]([C:6]1[CH:11]=[CH:10][C:9]([N:12]2[C:16]([CH2:17][O:18][C:19]3[CH:24]=[CH:23][CH:22]=[C:21]([F:25])[CH:20]=3)=[C:15]([C:26]([NH:28][CH2:29][CH2:30][OH:31])=[O:27])[N:14]=[N:13]2)=[CH:8][CH:7]=1)=[O:5])[CH3:2].N1C=CC=CC=1.[C:38](OC(=O)C)(=[O:40])[CH3:39].Cl. Product: [C:38]([O:31][CH2:30][CH2:29][NH:28][C:26]([C:15]1[N:14]=[N:13][N:12]([C:9]2[CH:8]=[CH:7][C:6]([C:4]([NH:3][CH2:1][CH3:2])=[O:5])=[CH:11][CH:10]=2)[C:16]=1[CH2:17][O:18][C:19]1[CH:24]=[CH:23][CH:22]=[C:21]([F:25])[CH:20]=1)=[O:27])(=[O:40])[CH3:39]. The catalyst class is: 2.